The task is: Predict the product of the given reaction.. This data is from Forward reaction prediction with 1.9M reactions from USPTO patents (1976-2016). (1) The product is: [N:10]1[CH:11]=[CH:12][CH:13]=[CH:14][C:9]=1[S:8][C:6]1[CH:5]=[CH:4][N:3]=[C:2]([NH:21][C:17]2[CH:18]=[CH:19][CH:20]=[C:15]([NH2:22])[CH:16]=2)[N:7]=1. Given the reactants Cl[C:2]1[N:7]=[C:6]([S:8][C:9]2[CH:14]=[CH:13][CH:12]=[CH:11][N:10]=2)[CH:5]=[CH:4][N:3]=1.[C:15]1([NH2:22])[CH:20]=[CH:19][CH:18]=[C:17]([NH2:21])[CH:16]=1, predict the reaction product. (2) Given the reactants [Cl:1][C:2]1[CH:7]=[CH:6][C:5]([C@H:8]([CH3:31])[C:9]([NH:11][C:12]2[CH:21]=[CH:20][CH:19]=[C:18]3[C:13]=2[CH:14]=[CH:15][N:16]([C@H:23]([CH:28]([CH3:30])[CH3:29])[C:24]([O:26]C)=[O:25])[C:17]3=[O:22])=[O:10])=[CH:4][CH:3]=1.[OH-].[Li+].C(O)(C)(C)C.O.Cl, predict the reaction product. The product is: [Cl:1][C:2]1[CH:7]=[CH:6][C:5]([C@H:8]([CH3:31])[C:9]([NH:11][C:12]2[CH:21]=[CH:20][CH:19]=[C:18]3[C:13]=2[CH:14]=[CH:15][N:16]([C@H:23]([CH:28]([CH3:30])[CH3:29])[C:24]([OH:26])=[O:25])[C:17]3=[O:22])=[O:10])=[CH:4][CH:3]=1.